The task is: Binary Classification. Given a drug SMILES string, predict its activity (active/inactive) in a high-throughput screening assay against a specified biological target.. This data is from Tyrosyl-DNA phosphodiesterase HTS with 341,365 compounds. (1) The compound is O(c1cc2c(n(c(c2)C(OC)=O)C)cc1)C. The result is 0 (inactive). (2) The drug is Clc1ccc(S(=O)(=O)NCc2nc(oc2C)c2ccccc2)cc1. The result is 0 (inactive). (3) The drug is Brc1c(c2nc(SCC(=O)c3c(n(C4CC4)c(=O)[nH]c3=O)N)n[nH]2)cccc1. The result is 0 (inactive).